Dataset: Catalyst prediction with 721,799 reactions and 888 catalyst types from USPTO. Task: Predict which catalyst facilitates the given reaction. (1) Reactant: [NH2:1][C:2]1[CH:24]=[CH:23][C:5]2[N:6]([C:17]3[CH:22]=[CH:21][CH:20]=[CH:19][N:18]=3)[C:7](/[CH:9]=[CH:10]/[C:11]3[CH:16]=[CH:15][CH:14]=[CH:13][CH:12]=3)=[N:8][C:4]=2[CH:3]=1.[CH3:25][S:26](Cl)(=[O:28])=[O:27]. Product: [CH3:25][S:26]([NH:1][C:2]1[CH:24]=[CH:23][C:5]2[N:6]([C:17]3[CH:22]=[CH:21][CH:20]=[CH:19][N:18]=3)[C:7](/[CH:9]=[CH:10]/[C:11]3[CH:16]=[CH:15][CH:14]=[CH:13][CH:12]=3)=[N:8][C:4]=2[CH:3]=1)(=[O:28])=[O:27]. The catalyst class is: 272. (2) Reactant: Br[C:2]1[CH:7]=[CH:6][C:5]([NH:8][C:9]([NH:11][C:12]2[CH:17]=[C:16]([CH3:18])[CH:15]=[CH:14][C:13]=2[F:19])=[O:10])=[C:4]([CH2:20][CH3:21])[CH:3]=1.[CH3:22][C:23]1([CH3:39])[C:27]([CH3:29])([CH3:28])[O:26][B:25]([B:25]2[O:26][C:27]([CH3:29])([CH3:28])[C:23]([CH3:39])([CH3:22])[O:24]2)[O:24]1.C([O-])(=O)C.[K+]. Product: [CH2:20]([C:4]1[CH:3]=[C:2]([B:25]2[O:26][C:27]([CH3:29])([CH3:28])[C:23]([CH3:39])([CH3:22])[O:24]2)[CH:7]=[CH:6][C:5]=1[NH:8][C:9]([NH:11][C:12]1[CH:17]=[C:16]([CH3:18])[CH:15]=[CH:14][C:13]=1[F:19])=[O:10])[CH3:21]. The catalyst class is: 140.